This data is from Forward reaction prediction with 1.9M reactions from USPTO patents (1976-2016). The task is: Predict the product of the given reaction. (1) Given the reactants C([O:8][N:9]([CH2:12][C@@H:13]([CH2:17][CH2:18][CH2:19][CH3:20])[C:14](O)=[O:15])[CH:10]=[O:11])C1C=CC=CC=1.[NH:21]1[CH2:25][CH2:24][CH2:23][C@H:22]1[C:26]1[NH:30][C:29]2[CH:31]=[CH:32][C:33]([C:35]([F:38])([F:37])[F:36])=[CH:34][C:28]=2[N:27]=1, predict the reaction product. The product is: [OH:8][N:9]([CH2:12][CH:13]([C:14]([N:21]1[CH2:25][CH2:24][CH2:23][CH:22]1[C:26]1[NH:30][C:29]2[CH:31]=[CH:32][C:33]([C:35]([F:38])([F:36])[F:37])=[CH:34][C:28]=2[N:27]=1)=[O:15])[CH2:17][CH2:18][CH2:19][CH3:20])[CH:10]=[O:11]. (2) Given the reactants C([O:8][C:9]1[CH:10]=[CH:11][C:12]([C:15]2[C:19]3=[N:20][CH:21]=[CH:22][CH:23]=[C:18]3[N:17]([CH2:24][CH3:25])[N:16]=2)=[N:13][CH:14]=1)C1C=CC=CC=1, predict the reaction product. The product is: [CH2:24]([N:17]1[C:18]2[C:19](=[N:20][CH:21]=[CH:22][CH:23]=2)[C:15]([C:12]2[N:13]=[CH:14][C:9]([OH:8])=[CH:10][CH:11]=2)=[N:16]1)[CH3:25].